From a dataset of Forward reaction prediction with 1.9M reactions from USPTO patents (1976-2016). Predict the product of the given reaction. (1) Given the reactants [NH2:1][C:2]1[CH:29]=[CH:28][C:5]([O:6][CH2:7][C:8]([O:10][CH2:11][CH2:12][O:13][CH2:14][CH2:15][O:16][C:17](=[O:27])[CH2:18][O:19][C:20]2[CH:25]=[CH:24][C:23]([NH2:26])=[CH:22][CH:21]=2)=[O:9])=[CH:4][CH:3]=1.Cl[C:31](Cl)([O:33]C(=O)OC(Cl)(Cl)Cl)Cl.[O:42]1CCOC[CH2:43]1, predict the reaction product. The product is: [N:26]([C:23]1[CH:22]=[CH:21][C:20]([O:19][CH2:18][C:17]([O:16][CH2:15][CH2:14][O:13][CH2:12][CH2:11][O:10][C:8](=[O:9])[CH2:7][O:6][C:5]2[CH:4]=[CH:3][C:2]([N:1]=[C:43]=[O:42])=[CH:29][CH:28]=2)=[O:27])=[CH:25][CH:24]=1)=[C:31]=[O:33]. (2) Given the reactants [CH:1]1([C:7]2[CH:12]=[CH:11][C:10]([C:13]3[O:14][C:15]([CH3:34])=[C:16]([CH2:18][CH2:19][O:20][C:21]4[CH:30]=[CH:29][CH:28]=[C:27]5[C:22]=4[CH2:23][CH2:24][CH:25]=[C:26]5[CH2:31][CH:32]=[O:33])[N:17]=3)=[CH:9][CH:8]=2)[CH2:6][CH2:5][CH2:4][CH2:3][CH2:2]1.O.[C:36]1(C)C=CC(S(O)(=O)=O)=C[CH:37]=1.C(=O)([O-])O.[Na+].[CH2:52]([OH:54])[CH3:53], predict the reaction product. The product is: [CH:1]1([C:7]2[CH:8]=[CH:9][C:10]([C:13]3[O:14][C:15]([CH3:34])=[C:16]([CH2:18][CH2:19][O:20][C:21]4[C:22]5[CH2:23][CH2:24][CH:25]=[C:26]([CH2:31][CH:32]([O:54][CH2:52][CH3:53])[O:33][CH2:36][CH3:37])[C:27]=5[CH:28]=[CH:29][CH:30]=4)[N:17]=3)=[CH:11][CH:12]=2)[CH2:6][CH2:5][CH2:4][CH2:3][CH2:2]1. (3) Given the reactants [Cl:1][C:2]1[CH:3]=[CH:4][C:5]([O:22][CH3:23])=[C:6]([C:8]2(O)[CH2:13][CH2:12][N:11]([C:14]([O:16][C:17]([CH3:20])(C)C)=[O:15])[CH2:10][CH2:9]2)[CH:7]=1.Cl.O1CCOCC1.C([O-])([O-])=O.[Na+].[Na+].C(Cl)(OC[C:41]1[CH:46]=[CH:45]C=[CH:43][CH:42]=1)=O.[SiH](CC)(CC)CC.C(O)(C(F)(F)F)=O, predict the reaction product. The product is: [Cl:1][C:2]1[CH:3]=[CH:4][C:5]([O:22][CH3:23])=[C:6]([CH:8]2[CH2:9][CH2:10][N:11]([C:14]([O:16][CH2:17][C:20]3[CH:45]=[CH:46][CH:41]=[CH:42][CH:43]=3)=[O:15])[CH2:12][CH2:13]2)[CH:7]=1. (4) Given the reactants [CH3:1][N:2]1[C@@H:11]2[CH2:12][C:13]3[CH:18]=[CH:17][C:16]([OH:19])=[C:15]([OH:20])[C:14]=3[C:9]3[C:10]2=[C:5]([CH:6]=[CH:7][CH:8]=3)[CH2:4][CH2:3]1.Cl.OCC(CO)O, predict the reaction product. The product is: [CH3:1][N:2]1[C@@H:11]2[CH2:12][C:13]3[CH:18]=[CH:17][C:16]([OH:19])=[C:15]([OH:20])[C:14]=3[C:9]3[C:10]2=[C:5]([CH:6]=[CH:7][CH:8]=3)[CH2:4][CH2:3]1. (5) Given the reactants [Si]([O:8][C:9]1[CH:14]=[CH:13][C:12]([CH:15]2[C:20]3=[N:21][S:22](=[O:26])(=[O:25])[CH2:23][CH2:24][N:19]3[CH2:18][CH2:17][CH2:16]2)=[CH:11][CH:10]=1)(C(C)(C)C)(C)C.Cl, predict the reaction product. The product is: [O:26]=[S:22]1(=[O:25])[CH2:23][CH2:24][N:19]2[CH2:18][CH2:17][CH2:16][CH:15]([C:12]3[CH:13]=[CH:14][C:9]([OH:8])=[CH:10][CH:11]=3)[C:20]2=[N:21]1. (6) Given the reactants Br[C:2]1[S:6][C:5]([C:7]2[CH:8]=[C:9]([CH:15]=[CH:16][CH:17]=2)[C:10]([O:12][CH2:13][CH3:14])=[O:11])=[CH:4][CH:3]=1.[CH:18]([C:21]1[CH:26]=[CH:25][C:24](B(O)O)=[CH:23][CH:22]=1)([CH3:20])[CH3:19].C([O-])([O-])=O.[Na+].[Na+], predict the reaction product. The product is: [CH:18]([C:21]1[CH:26]=[CH:25][C:24]([C:2]2[S:6][C:5]([C:7]3[CH:8]=[C:9]([CH:15]=[CH:16][CH:17]=3)[C:10]([O:12][CH2:13][CH3:14])=[O:11])=[CH:4][CH:3]=2)=[CH:23][CH:22]=1)([CH3:20])[CH3:19]. (7) Given the reactants Cl[C:2]1[N:7]=[C:6]([CH2:8][CH2:9][C:10]2[CH:15]=[CH:14][CH:13]=[CH:12][C:11]=2[CH:16]([CH3:20])[C:17]([NH2:19])=[O:18])[C:5]([Cl:21])=[CH:4][N:3]=1.[NH2:22][C:23]1[CH:24]=[N:25][N:26](C(OC(C)(C)C)=O)[CH:27]=1, predict the reaction product. The product is: [NH:25]1[CH:24]=[C:23]([NH:22][C:2]2[N:7]=[C:6]([CH2:8][CH2:9][C:10]3[CH:15]=[CH:14][CH:13]=[CH:12][C:11]=3[CH:16]([CH3:20])[C:17]([NH2:19])=[O:18])[C:5]([Cl:21])=[CH:4][N:3]=2)[CH:27]=[N:26]1.